From a dataset of Catalyst prediction with 721,799 reactions and 888 catalyst types from USPTO. Predict which catalyst facilitates the given reaction. (1) Reactant: [Br:1][C:2]1[CH:3]=[C:4]([SH:9])[CH:5]=[C:6]([Cl:8])[CH:7]=1.Br[CH:11]([CH3:17])[C:12]([O:14][CH2:15][CH3:16])=[O:13].C(=O)([O-])[O-].[K+].[K+].CC(C)=O. Product: [Br:1][C:2]1[CH:3]=[C:4]([S:9][CH:11]([CH3:17])[C:12]([O:14][CH2:15][CH3:16])=[O:13])[CH:5]=[C:6]([Cl:8])[CH:7]=1. The catalyst class is: 6. (2) Reactant: [F:1][C:2]1[CH:14]=[C:13]([C:15]2[CH:16]=[N:17][N:18]([CH:20]([CH3:26])[C:21](OCC)=[O:22])[CH:19]=2)[C:12]2[C:11]3[C:6](=[CH:7][CH:8]=[CH:9][CH:10]=3)[C@:5]([OH:31])([C:27]([F:30])([F:29])[F:28])[C:4]=2[CH:3]=1.C=[O:33].[O:34]1[CH2:38]CCC1.[F-].C([N+](CCCC)(CCCC)CCCC)CCC. Product: [F:1][C:2]1[CH:14]=[C:13]([C:15]2[CH:16]=[N:17][N:18]([C:20]([CH3:26])([CH2:38][OH:34])[C:21]([OH:33])=[O:22])[CH:19]=2)[C:12]2[C:11]3[C:6](=[CH:7][CH:8]=[CH:9][CH:10]=3)[C@:5]([OH:31])([C:27]([F:28])([F:30])[F:29])[C:4]=2[CH:3]=1. The catalyst class is: 9. (3) Reactant: Cl[C:2]1[C:3]2[NH:10][CH:9]=[C:8]([C@H:11]3[C@H:15]([OH:16])[C@H:14]([OH:17])[C@@H:13]([CH2:18][OH:19])[N:12]3[C:20]([O:22][C:23]([CH3:26])([CH3:25])[CH3:24])=[O:21])[C:4]=2[N:5]=[CH:6][N:7]=1.[N-:27]=[N+:28]=[N-:29].[Na+]. Product: [N:27]([C:2]1[C:3]2[NH:10][CH:9]=[C:8]([C@H:11]3[C@H:15]([OH:16])[C@H:14]([OH:17])[C@@H:13]([CH2:18][OH:19])[N:12]3[C:20]([O:22][C:23]([CH3:26])([CH3:25])[CH3:24])=[O:21])[C:4]=2[N:5]=[CH:6][N:7]=1)=[N+:28]=[N-:29]. The catalyst class is: 3. (4) Reactant: [NH2:1][C@@H:2]1[CH2:7][CH2:6][CH2:5][CH2:4][C@H:3]1[C:8]([OH:10])=[O:9].C(=O)([O-])[O-].[Na+].[Na+].[O:17]([C:24]1[CH:29]=[CH:28][C:27]([S:30](Cl)(=[O:32])=[O:31])=[CH:26][CH:25]=1)[C:18]1[CH:23]=[CH:22][CH:21]=[CH:20][CH:19]=1.O. Product: [O:17]([C:24]1[CH:29]=[CH:28][C:27]([S:30]([NH:1][C@@H:2]2[CH2:7][CH2:6][CH2:5][CH2:4][C@H:3]2[C:8]([OH:10])=[O:9])(=[O:32])=[O:31])=[CH:26][CH:25]=1)[C:18]1[CH:19]=[CH:20][CH:21]=[CH:22][CH:23]=1. The catalyst class is: 12. (5) Reactant: [C:1]([O:5][C:6](=[O:32])[C@@H:7]([NH:12][C:13](=[O:31])[C:14]1[CH:19]=[CH:18][C:17]([NH:20][C:21]2[CH:26]=[CH:25][CH:24]=[CH:23][C:22]=2[Cl:27])=[C:16]([N+:28]([O-])=O)[CH:15]=1)[CH2:8][CH:9]([CH3:11])[CH3:10])([CH3:4])([CH3:3])[CH3:2].O.O.[Sn](Cl)Cl.O. The catalyst class is: 13. Product: [C:1]([O:5][C:6](=[O:32])[C@@H:7]([NH:12][C:13](=[O:31])[C:14]1[CH:19]=[CH:18][C:17]([NH:20][C:21]2[CH:26]=[CH:25][CH:24]=[CH:23][C:22]=2[Cl:27])=[C:16]([NH2:28])[CH:15]=1)[CH2:8][CH:9]([CH3:11])[CH3:10])([CH3:3])([CH3:4])[CH3:2]. (6) Reactant: C([O:3][C:4]([C:6]1([N:15]([C:17](=[O:29])[C:18]2[CH:23]=[CH:22][CH:21]=[C:20]([CH3:24])[C:19]=2[O:25][CH:26]([CH3:28])[CH3:27])[CH3:16])[CH2:14][C:13]2[C:8](=[CH:9][CH:10]=[CH:11][CH:12]=2)[CH2:7]1)=[O:5])C.[OH-].[K+].O. Product: [CH:26]([O:25][C:19]1[C:20]([CH3:24])=[CH:21][CH:22]=[CH:23][C:18]=1[C:17]([N:15]([CH3:16])[C:6]1([C:4]([OH:5])=[O:3])[CH2:14][C:13]2[C:8](=[CH:9][CH:10]=[CH:11][CH:12]=2)[CH2:7]1)=[O:29])([CH3:28])[CH3:27]. The catalyst class is: 14.